Dataset: CYP2C9 inhibition data for predicting drug metabolism from PubChem BioAssay. Task: Regression/Classification. Given a drug SMILES string, predict its absorption, distribution, metabolism, or excretion properties. Task type varies by dataset: regression for continuous measurements (e.g., permeability, clearance, half-life) or binary classification for categorical outcomes (e.g., BBB penetration, CYP inhibition). Dataset: cyp2c9_veith. (1) The compound is COc1ccc(Cn2c(SCc3ccccc3C)nc3cc(OC)c(OC)cc3c2=N)cc1. The result is 1 (inhibitor). (2) The molecule is COC(=O)[C@@]1(Cc2ccc(OC)cc2)[C@H]2c3cc(C(=O)N4CCCC4)n(Cc4ccc(C)o4)c3C[C@H]2CN1C(=O)c1ccccc1. The result is 1 (inhibitor). (3) The drug is O=C1N=C(N2CCOCC2)S/C1=C\C=C/c1ccccc1. The result is 0 (non-inhibitor).